This data is from Forward reaction prediction with 1.9M reactions from USPTO patents (1976-2016). The task is: Predict the product of the given reaction. (1) Given the reactants [C:1]([O:8][CH2:9][CH3:10])(=[O:7])[C:2]([O:4][CH2:5][CH3:6])=O.O[CH2:12][C:13]([C:15]1C=C[CH:18]=[CH:17][CH:16]=1)=[O:14].CC[O-].[Na+].S(=O)(=O)(O)O, predict the reaction product. The product is: [O:14]=[C:13]1[C:15]2[C:5](=[CH:6][CH:18]=[CH:17][CH:16]=2)[O:4][C:2]([C:1]([O:8][CH2:9][CH3:10])=[O:7])=[CH:12]1. (2) The product is: [F:1][C:2]([F:11])([F:12])[C:3]1[CH:10]=[CH:9][C:6]([CH2:7][O:8][C:13]([N:39]2[CH2:40][CH2:41][CH2:42][C@@H:37]([C:33]3[CH:34]=[CH:35][CH:36]=[C:31]([O:30][C:28]([C:27]([O:26][CH3:25])=[O:44])([CH3:29])[CH3:43])[CH:32]=3)[CH2:38]2)=[O:14])=[CH:5][CH:4]=1. Given the reactants [F:1][C:2]([F:12])([F:11])[C:3]1[CH:10]=[CH:9][C:6]([CH2:7][OH:8])=[CH:5][CH:4]=1.[C:13](N1C=CN=C1)(N1C=CN=C1)=[O:14].[CH3:25][O:26][C:27](=[O:44])[C:28]([CH3:43])([O:30][C:31]1[CH:36]=[CH:35][CH:34]=[C:33]([C@@H:37]2[CH2:42][CH2:41][CH2:40][NH:39][CH2:38]2)[CH:32]=1)[CH3:29], predict the reaction product. (3) Given the reactants C([SiH](CC)CC)C.B(F)(F)F.CCOCC.O[CH:18]([C:31]1[S:32][CH:33]=[CH:34][CH:35]=1)[C:19]([CH3:30])([O:23][C:24]1[CH:29]=[CH:28][CH:27]=[CH:26][CH:25]=1)[C:20]([OH:22])=[O:21].B(F)(F)F, predict the reaction product. The product is: [CH3:30][C:19]([O:23][C:24]1[CH:29]=[CH:28][CH:27]=[CH:26][CH:25]=1)([CH2:18][C:31]1[S:32][CH:33]=[CH:34][CH:35]=1)[C:20]([OH:22])=[O:21]. (4) Given the reactants [NH2:1][C:2]1[NH:3][CH:4]=[CH:5][N:6]=1.C[OH:8].[C:9]1(OC2C=CC=CC=2)[CH:14]=CC=C[CH:10]=1, predict the reaction product. The product is: [N:3]1[C:4](=[O:8])[CH2:5][N:6]2[CH:10]=[CH:9][CH:14]=[N:1][C:2]=12. (5) Given the reactants [CH:1]([C:4]1[N:8]=[C:7]([N:9]2[CH2:14][CH2:13][CH:12]([C@H:15]([CH3:23])[CH2:16][CH2:17][O:18]S(C)(=O)=O)[CH2:11][CH2:10]2)[O:6][N:5]=1)([CH3:3])[CH3:2].[CH3:24][O:25][C:26](=[O:45])[CH:27]([NH:37][C:38]([O:40][C:41]([CH3:44])([CH3:43])[CH3:42])=[O:39])[CH2:28][C:29]1[CH:34]=[CH:33][C:32](O)=[CH:31][C:30]=1[F:36], predict the reaction product. The product is: [CH3:24][O:25][C:26](=[O:45])[CH:27]([NH:37][C:38]([O:40][C:41]([CH3:43])([CH3:42])[CH3:44])=[O:39])[CH2:28][C:29]1[CH:34]=[CH:33][C:32]([O:18][CH2:17][CH2:16][C@H:15]([CH:12]2[CH2:13][CH2:14][N:9]([C:7]3[O:6][N:5]=[C:4]([CH:1]([CH3:3])[CH3:2])[N:8]=3)[CH2:10][CH2:11]2)[CH3:23])=[CH:31][C:30]=1[F:36]. (6) Given the reactants [CH3:1][O:2][C:3]1[C:8]2[N:9]=[C:10]([NH2:12])[S:11][C:7]=2[C:6]([CH:13]2[CH2:18][CH2:17][O:16][CH2:15][CH2:14]2)=[CH:5][CH:4]=1.Cl[C:20](OC1C=CC=CC=1)=[O:21].[OH:29][C:30]1([CH3:36])[CH2:35][CH2:34][NH:33][CH2:32][CH2:31]1, predict the reaction product. The product is: [CH3:1][O:2][C:3]1[C:8]2[N:9]=[C:10]([NH:12][C:20]([N:33]3[CH2:34][CH2:35][C:30]([OH:29])([CH3:36])[CH2:31][CH2:32]3)=[O:21])[S:11][C:7]=2[C:6]([CH:13]2[CH2:18][CH2:17][O:16][CH2:15][CH2:14]2)=[CH:5][CH:4]=1. (7) Given the reactants C([O:8][C:9]1[CH:14]=[CH:13][C:12]([CH2:15][CH2:16][CH2:17][CH2:18][N:19]2[CH:23]=[CH:22][N:21]=[C:20]2[CH2:24][CH2:25][OH:26])=[CH:11][CH:10]=1)C1C=CC=CC=1, predict the reaction product. The product is: [OH:26][CH2:25][CH2:24][C:20]1[N:19]([CH2:18][CH2:17][CH2:16][CH2:15][C:12]2[CH:11]=[CH:10][C:9]([OH:8])=[CH:14][CH:13]=2)[CH:23]=[CH:22][N:21]=1. (8) Given the reactants [CH2:1]([O:8][C:9]1[CH:14]=[CH:13][C:12]([CH3:15])=[CH:11][C:10]=1[C:16]1[C:17]([CH2:27][CH2:28][CH2:29][C:30]2[CH:35]=CC=CC=2)=C(S([O-])(=O)=O)C=C[C:21]=1[CH3:22])[C:2]1[CH:7]=[CH:6][CH:5]=[CH:4][CH:3]=1.[CH:36]([NH2:39])([CH3:38])[CH3:37], predict the reaction product. The product is: [CH2:1]([O:8][C:9]1[CH:14]=[CH:13][C:12]([CH3:15])=[CH:11][C:10]=1[CH:16]([C:17]1[CH:27]=[CH:28][CH:29]=[CH:30][CH:35]=1)[CH2:21][CH2:22][NH:39][CH:36]([CH3:38])[CH3:37])[C:2]1[CH:7]=[CH:6][CH:5]=[CH:4][CH:3]=1. (9) Given the reactants [CH3:1][O:2][C:3](=[O:27])[C:4]1[C:9]([NH:10][CH:11]([CH2:14][CH3:15])[CH2:12][CH3:13])=[CH:8][C:7]([CH3:16])=[N:6][C:5]=1[O:17][C:18]1[CH:23]=[CH:22][C:21]([Cl:24])=[CH:20][C:19]=1[O:25]C.B(Br)(Br)Br, predict the reaction product. The product is: [CH3:1][O:2][C:3](=[O:27])[C:4]1[C:9]([NH:10][CH:11]([CH2:12][CH3:13])[CH2:14][CH3:15])=[CH:8][C:7]([CH3:16])=[N:6][C:5]=1[O:17][C:18]1[CH:23]=[CH:22][C:21]([Cl:24])=[CH:20][C:19]=1[OH:25]. (10) Given the reactants [S:1]1[CH:5]=[CH:4][CH:3]=[C:2]1[SH:6].[C:7]1(=[O:14])[O:13][CH2:12][CH2:11][CH2:10][CH2:9][CH2:8]1, predict the reaction product. The product is: [S:1]1[CH:5]=[CH:4][CH:3]=[C:2]1[S:6][CH2:12][CH2:11][CH2:10][CH2:9][CH2:8][C:7]([OH:14])=[O:13].